Dataset: NCI-60 drug combinations with 297,098 pairs across 59 cell lines. Task: Regression. Given two drug SMILES strings and cell line genomic features, predict the synergy score measuring deviation from expected non-interaction effect. (1) Drug 1: C1=C(C(=O)NC(=O)N1)N(CCCl)CCCl. Drug 2: C1=CN(C=N1)CC(O)(P(=O)(O)O)P(=O)(O)O. Cell line: LOX IMVI. Synergy scores: CSS=17.9, Synergy_ZIP=-7.05, Synergy_Bliss=-13.7, Synergy_Loewe=-14.7, Synergy_HSA=-12.2. (2) Synergy scores: CSS=14.0, Synergy_ZIP=-2.36, Synergy_Bliss=-7.97, Synergy_Loewe=-21.8, Synergy_HSA=-11.0. Drug 2: CC1CCC2CC(C(=CC=CC=CC(CC(C(=O)C(C(C(=CC(C(=O)CC(OC(=O)C3CCCCN3C(=O)C(=O)C1(O2)O)C(C)CC4CCC(C(C4)OC)O)C)C)O)OC)C)C)C)OC. Cell line: HT29. Drug 1: C1CCN(CC1)CCOC2=CC=C(C=C2)C(=O)C3=C(SC4=C3C=CC(=C4)O)C5=CC=C(C=C5)O. (3) Drug 1: C1CC(=O)NC(=O)C1N2CC3=C(C2=O)C=CC=C3N. Drug 2: CS(=O)(=O)OCCCCOS(=O)(=O)C. Cell line: MOLT-4. Synergy scores: CSS=25.8, Synergy_ZIP=0.259, Synergy_Bliss=-5.76, Synergy_Loewe=-30.2, Synergy_HSA=-8.34. (4) Drug 1: C1=C(C(=O)NC(=O)N1)N(CCCl)CCCl. Drug 2: CC1C(C(=O)NC(C(=O)N2CCCC2C(=O)N(CC(=O)N(C(C(=O)O1)C(C)C)C)C)C(C)C)NC(=O)C3=C4C(=C(C=C3)C)OC5=C(C(=O)C(=C(C5=N4)C(=O)NC6C(OC(=O)C(N(C(=O)CN(C(=O)C7CCCN7C(=O)C(NC6=O)C(C)C)C)C)C(C)C)C)N)C. Cell line: UO-31. Synergy scores: CSS=14.7, Synergy_ZIP=-4.71, Synergy_Bliss=1.20, Synergy_Loewe=0.0811, Synergy_HSA=0.0840. (5) Drug 1: C1=CC(=CC=C1C#N)C(C2=CC=C(C=C2)C#N)N3C=NC=N3. Drug 2: CCC1=C2CN3C(=CC4=C(C3=O)COC(=O)C4(CC)O)C2=NC5=C1C=C(C=C5)O. Cell line: SR. Synergy scores: CSS=52.2, Synergy_ZIP=-0.254, Synergy_Bliss=-1.02, Synergy_Loewe=-37.5, Synergy_HSA=0.238.